This data is from NCI-60 drug combinations with 297,098 pairs across 59 cell lines. The task is: Regression. Given two drug SMILES strings and cell line genomic features, predict the synergy score measuring deviation from expected non-interaction effect. (1) Drug 1: CNC(=O)C1=CC=CC=C1SC2=CC3=C(C=C2)C(=NN3)C=CC4=CC=CC=N4. Drug 2: CC12CCC(CC1=CCC3C2CCC4(C3CC=C4C5=CN=CC=C5)C)O. Cell line: SK-OV-3. Synergy scores: CSS=1.02, Synergy_ZIP=0.504, Synergy_Bliss=3.40, Synergy_Loewe=0.716, Synergy_HSA=1.54. (2) Drug 1: CNC(=O)C1=NC=CC(=C1)OC2=CC=C(C=C2)NC(=O)NC3=CC(=C(C=C3)Cl)C(F)(F)F. Drug 2: CC1C(C(CC(O1)OC2CC(CC3=C2C(=C4C(=C3O)C(=O)C5=C(C4=O)C(=CC=C5)OC)O)(C(=O)CO)O)N)O.Cl. Cell line: OVCAR-4. Synergy scores: CSS=22.6, Synergy_ZIP=0.827, Synergy_Bliss=2.73, Synergy_Loewe=-36.2, Synergy_HSA=0.598. (3) Drug 1: C1=CC(=CC=C1CCC2=CNC3=C2C(=O)NC(=N3)N)C(=O)NC(CCC(=O)O)C(=O)O. Drug 2: CC1=CC2C(CCC3(C2CCC3(C(=O)C)OC(=O)C)C)C4(C1=CC(=O)CC4)C. Cell line: NCI/ADR-RES. Synergy scores: CSS=16.2, Synergy_ZIP=-5.47, Synergy_Bliss=-1.71, Synergy_Loewe=-13.6, Synergy_HSA=-1.30. (4) Drug 1: CS(=O)(=O)C1=CC(=C(C=C1)C(=O)NC2=CC(=C(C=C2)Cl)C3=CC=CC=N3)Cl. Drug 2: CCN(CC)CCCC(C)NC1=C2C=C(C=CC2=NC3=C1C=CC(=C3)Cl)OC. Cell line: MDA-MB-435. Synergy scores: CSS=1.13, Synergy_ZIP=8.54, Synergy_Bliss=7.03, Synergy_Loewe=-13.0, Synergy_HSA=0.0333. (5) Drug 1: COC1=NC(=NC2=C1N=CN2C3C(C(C(O3)CO)O)O)N. Drug 2: C1C(C(OC1N2C=NC(=NC2=O)N)CO)O. Cell line: SW-620. Synergy scores: CSS=18.0, Synergy_ZIP=-4.90, Synergy_Bliss=-1.15, Synergy_Loewe=-3.42, Synergy_HSA=3.82. (6) Drug 1: CC1=C(C(CCC1)(C)C)C=CC(=CC=CC(=CC(=O)O)C)C. Drug 2: CC12CCC3C(C1CCC2OP(=O)(O)O)CCC4=C3C=CC(=C4)OC(=O)N(CCCl)CCCl.[Na+]. Cell line: K-562. Synergy scores: CSS=19.9, Synergy_ZIP=-0.314, Synergy_Bliss=-1.02, Synergy_Loewe=4.12, Synergy_HSA=1.95.